This data is from Forward reaction prediction with 1.9M reactions from USPTO patents (1976-2016). The task is: Predict the product of the given reaction. Given the reactants [CH3:1][O:2][C:3]1[C:4]([NH2:27])=[N:5][C:6]([C:9]2[C:17]3[C:12](=[CH:13][CH:14]=[CH:15][CH:16]=3)[N:11]([CH2:18][C:19]3[CH:24]=[CH:23][C:22]([O:25][CH3:26])=[CH:21][CH:20]=3)[N:10]=2)=[N:7][CH:8]=1.Cl.Br[C:30]1[CH:35]=[CH:34][N:33]=[CH:32][CH:31]=1.CC([O-])(C)C.[Na+], predict the reaction product. The product is: [CH3:1][O:2][C:3]1[C:4]([NH:27][C:30]2[CH:35]=[CH:34][N:33]=[CH:32][CH:31]=2)=[N:5][C:6]([C:9]2[C:17]3[C:12](=[CH:13][CH:14]=[CH:15][CH:16]=3)[N:11]([CH2:18][C:19]3[CH:20]=[CH:21][C:22]([O:25][CH3:26])=[CH:23][CH:24]=3)[N:10]=2)=[N:7][CH:8]=1.